From a dataset of Catalyst prediction with 721,799 reactions and 888 catalyst types from USPTO. Predict which catalyst facilitates the given reaction. (1) Reactant: [OH:1][C:2]1[C:3]([C:23]([NH:25][CH2:26][C:27]([O:29]CC)=[O:28])=[O:24])=[C:4]2[C:9](=[CH:10][CH:11]=1)[N:8]=[C:7]([C:12]1[S:13][CH:14]=[CH:15][N:16]=1)[C:6]([C:17]1[CH:22]=[CH:21][CH:20]=[CH:19][CH:18]=1)=[N:5]2.[OH-].[Na+]. Product: [OH:1][C:2]1[C:3]([C:23]([NH:25][CH2:26][C:27]([OH:29])=[O:28])=[O:24])=[C:4]2[C:9](=[CH:10][CH:11]=1)[N:8]=[C:7]([C:12]1[S:13][CH:14]=[CH:15][N:16]=1)[C:6]([C:17]1[CH:18]=[CH:19][CH:20]=[CH:21][CH:22]=1)=[N:5]2. The catalyst class is: 8. (2) Reactant: F[C:2]1[CH:3]=[C:4]([CH:7]=[CH:8][C:9]=1[N+:10]([O-:12])=[O:11])[C:5]#[N:6].[Br:13][C:14]1[CH:19]=[CH:18][CH:17]=[CH:16][C:15]=1[OH:20].C(=O)([O-])[O-].[K+].[K+].O. Product: [Br:13][C:14]1[CH:19]=[CH:18][CH:17]=[CH:16][C:15]=1[O:20][C:2]1[CH:3]=[C:4]([CH:7]=[CH:8][C:9]=1[N+:10]([O-:12])=[O:11])[C:5]#[N:6]. The catalyst class is: 3. (3) Reactant: Cl[C:2]1[N:7]=[C:6]([Cl:8])[CH:5]=[CH:4][N:3]=1.[CH:9]1([CH2:12][NH2:13])[CH2:11][CH2:10]1.C(N(C(C)C)CC)(C)C. Product: [Cl:8][C:6]1[CH:5]=[CH:4][N:3]=[C:2]([NH:13][CH2:12][CH:9]2[CH2:11][CH2:10]2)[N:7]=1. The catalyst class is: 11. (4) Reactant: [CH:1]([C:4]1[CH:9]=[CH:8][C:7]([C:10]2[C:11]3[C:22]([CH3:23])=[CH:21][C:20]4[CH2:19][CH2:18][CH2:17][CH2:16][C:15]=4[C:12]=3[O:13][CH:14]=2)=[CH:6][CH:5]=1)([CH3:3])[CH3:2]. Product: [CH:1]([C:4]1[CH:5]=[CH:6][C:7]([CH:10]2[CH2:14][O:13][C:12]3[C:15]4[CH2:16][CH2:17][CH2:18][CH2:19][C:20]=4[CH:21]=[C:22]([CH3:23])[C:11]2=3)=[CH:8][CH:9]=1)([CH3:3])[CH3:2]. The catalyst class is: 5. (5) Reactant: [CH3:1][O:2][C:3]([C:5]1[CH:13]=[C:12]2[C:8]([CH:9]=[CH:10][NH:11]2)=[CH:7][CH:6]=1)=[O:4].[N+:14]([C:17]1[CH:18]=[C:19]([CH:22]=[CH:23][CH:24]=1)[CH2:20]Br)([O-:16])=[O:15].C([O-])([O-])=O.[K+].[K+]. Product: [CH3:1][O:2][C:3]([C:5]1[CH:13]=[C:12]2[C:8]([CH:9]=[CH:10][N:11]2[CH2:20][C:19]2[CH:22]=[CH:23][CH:24]=[C:17]([N+:14]([O-:16])=[O:15])[CH:18]=2)=[CH:7][CH:6]=1)=[O:4]. The catalyst class is: 39.